Dataset: Forward reaction prediction with 1.9M reactions from USPTO patents (1976-2016). Task: Predict the product of the given reaction. Given the reactants [C-]#N.[K+].[C:4]([CH2:6]CC1C=C2C(=CC=1)NC(=O)C2)#N.Cl[CH2:19][CH2:20][C:21]1[CH:22]=[C:23]2[C:27](=[CH:28][CH:29]=1)[NH:26][C:25](=[O:30])[CH2:24]2.CS(C)=[O:33], predict the reaction product. The product is: [C:20]([C:21]1[CH:22]=[C:23]2[C:27](=[CH:28][CH:29]=1)[NH:26][C:25](=[O:30])[CH2:24]2)(=[O:33])[CH2:19][CH2:4][CH3:6].